This data is from Full USPTO retrosynthesis dataset with 1.9M reactions from patents (1976-2016). The task is: Predict the reactants needed to synthesize the given product. (1) Given the product [CH:10]1([O:9][CH2:1][CH2:2][CH2:3][CH2:4][CH2:5][CH2:6][CH2:7][CH3:8])[CH2:15][CH2:14][CH2:13][CH2:12][CH2:11]1, predict the reactants needed to synthesize it. The reactants are: [CH2:1]([OH:9])[CH2:2][CH2:3][CH2:4][CH2:5][CH2:6][CH2:7][CH3:8].[CH2:10]1[CH2:15][CH2:14][CH2:13][CH2:12][CH2:11]1.C(OOC(C)(C)C)(C)(C)C. (2) The reactants are: Br[C:2]1[S:6][C:5]([C:7]([NH:9][C@H:10]2[CH2:13][C@H:12]([C:14]([O:16][CH3:17])=[O:15])[CH2:11]2)=[O:8])=[N:4][C:3]=1[CH2:18][CH:19]1[CH2:24][CH2:23][CH2:22][CH2:21][CH2:20]1.[C:25]([C:29]1[CH:30]=[C:31]([C:44](=[O:46])[CH3:45])[CH:32]=[C:33](B2OC(C)(C)C(C)(C)O2)[CH:34]=1)([CH3:28])([CH3:27])[CH3:26].C([O-])([O-])=O.[K+].[K+]. Given the product [C:44]([C:31]1[CH:32]=[C:33]([C:2]2[S:6][C:5]([C:7]([NH:9][C@H:10]3[CH2:13][C@H:12]([C:14]([O:16][CH3:17])=[O:15])[CH2:11]3)=[O:8])=[N:4][C:3]=2[CH2:18][CH:19]2[CH2:24][CH2:23][CH2:22][CH2:21][CH2:20]2)[CH:34]=[C:29]([C:25]([CH3:28])([CH3:27])[CH3:26])[CH:30]=1)(=[O:46])[CH3:45], predict the reactants needed to synthesize it. (3) The reactants are: [Cl:1][C:2]1[C:10]([OH:11])=[CH:9][C:8]([C:12]2[N:13]([C:31]([O:33][C:34]([CH3:37])([CH3:36])[CH3:35])=[O:32])[C:14]3[C:19]([CH:20]=2)=[CH:18][C:17]([CH2:21][N:22]2[CH2:27][CH2:26][N:25]([CH2:28][CH2:29][OH:30])[CH2:24][CH2:23]2)=[CH:16][CH:15]=3)=[C:7]2[C:3]=1[CH2:4][NH:5][C:6]2=[O:38].C(N(CC)CC)C.[CH3:46][S:47](Cl)(=[O:49])=[O:48]. Given the product [Cl:1][C:2]1[C:10]([O:11][S:47]([CH3:46])(=[O:49])=[O:48])=[CH:9][C:8]([C:12]2[N:13]([C:31]([O:33][C:34]([CH3:35])([CH3:37])[CH3:36])=[O:32])[C:14]3[C:19]([CH:20]=2)=[CH:18][C:17]([CH2:21][N:22]2[CH2:23][CH2:24][N:25]([CH2:28][CH2:29][OH:30])[CH2:26][CH2:27]2)=[CH:16][CH:15]=3)=[C:7]2[C:3]=1[CH2:4][NH:5][C:6]2=[O:38], predict the reactants needed to synthesize it. (4) Given the product [Cl:25][CH2:24][CH2:23][CH2:22][C:8]1([C:6]#[N:7])[CH2:13][CH2:12][N:11]([C:14]([O:16][C:17]([CH3:20])([CH3:19])[CH3:18])=[O:15])[CH2:10][CH2:9]1, predict the reactants needed to synthesize it. The reactants are: [Li]CCCC.[C:6]([CH:8]1[CH2:13][CH2:12][N:11]([C:14]([O:16][C:17]([CH3:20])([CH3:19])[CH3:18])=[O:15])[CH2:10][CH2:9]1)#[N:7].Br[CH2:22][CH2:23][CH2:24][Cl:25].[NH4+].[Cl-]. (5) Given the product [F:12][C:13]1[CH:18]=[CH:17][C:16]([O:19][CH3:20])=[C:15]([NH:21][C:22]([NH:11][C:6]2[CH:7]=[CH:8][CH:9]=[C:10]3[C:5]=2[CH:4]=[CH:3][N:2]=[CH:1]3)=[S:23])[CH:14]=1, predict the reactants needed to synthesize it. The reactants are: [CH:1]1[C:10]2[C:5](=[C:6]([NH2:11])[CH:7]=[CH:8][CH:9]=2)[CH:4]=[CH:3][N:2]=1.[F:12][C:13]1[CH:18]=[CH:17][C:16]([O:19][CH3:20])=[C:15]([N:21]=[C:22]=[S:23])[CH:14]=1.CS(C1C=CC(OC)=C(NC(NC2C=CC=C3C=2C=NN3C)=S)C=1)(=O)=O. (6) Given the product [ClH:20].[NH2:29][C:28]1[N:27]=[CH:35][N:36]=[C:32]([NH:1][C:2]2[C:7]3[S:8][C:9]([C:11]4[C:18]([F:19])=[CH:17][C:14]([C:15]#[N:16])=[CH:13][C:12]=4[Cl:20])=[N:10][C:6]=3[CH:5]=[CH:4][N:3]=2)[CH:33]=1, predict the reactants needed to synthesize it. The reactants are: [NH2:1][C:2]1[C:7]2[S:8][C:9]([C:11]3[C:18]([F:19])=[CH:17][C:14]([C:15]#[N:16])=[CH:13][C:12]=3[Cl:20])=[N:10][C:6]=2[CH:5]=[CH:4][N:3]=1.C(OC(=O)[NH:27][C:28]1[C:33]2S[C:35](C3C(F)=CC(C#N)=CC=3Cl)=[N:36][C:32]=2C=C[N:29]=1)(C)(C)C. (7) Given the product [Cl:70][C:67]1[CH:66]=[CH:65][C:64]([CH2:63][CH:48]([NH:47][C:31](=[O:33])[CH:30]([NH:29][S:36]([CH3:39])(=[O:38])=[O:37])[CH2:34][NH:35][S:36]([C:39]2[CH:44]=[CH:43][C:42]([Cl:45])=[CH:41][C:40]=2[Cl:46])(=[O:37])=[O:38])[C:49](=[O:50])[N:51]([CH2:55][CH:56]([O:60][CH2:61][CH3:62])[O:57][CH2:58][CH3:59])[CH:52]([CH3:54])[CH3:53])=[CH:69][CH:68]=1, predict the reactants needed to synthesize it. The reactants are: C1C=CC2N(O)N=NC=2C=1.C(N1CCOCC1)C.C(OC([NH:29][CH:30]([CH2:34][NH:35][S:36]([C:39]1[CH:44]=[CH:43][C:42]([Cl:45])=[CH:41][C:40]=1[Cl:46])(=[O:38])=[O:37])[C:31]([OH:33])=O)=O)C1C=CC=CC=1.[NH2:47][CH:48]([CH2:63][C:64]1[CH:69]=[CH:68][C:67]([Cl:70])=[CH:66][CH:65]=1)[C:49]([N:51]([CH2:55][CH:56]([O:60][CH2:61][CH3:62])[O:57][CH2:58][CH3:59])[CH:52]([CH3:54])[CH3:53])=[O:50].